From a dataset of Full USPTO retrosynthesis dataset with 1.9M reactions from patents (1976-2016). Predict the reactants needed to synthesize the given product. (1) The reactants are: [NH2:1][C:2]1[CH:7]=[C:6]([OH:8])[CH:5]=[CH:4][C:3]=1[S:9]([NH:12][C:13]1[CH:14]=[CH:15][C:16]2[CH2:20][O:19][B:18]([OH:21])[C:17]=2[CH:22]=1)(=[O:11])=[O:10].Cl[C:24]([O:26][CH2:27][CH3:28])=[O:25]. Given the product [OH:8][C:6]1[CH:5]=[CH:4][C:3]([S:9](=[O:10])(=[O:11])[NH:12][C:13]2[CH:14]=[CH:15][C:16]3[CH2:20][O:19][B:18]([OH:21])[C:17]=3[CH:22]=2)=[C:2]([NH:1][C:24](=[O:25])[O:26][CH2:27][CH3:28])[CH:7]=1, predict the reactants needed to synthesize it. (2) Given the product [C:1]([O:5][C:6]([N:8]1[C:12]2[C:13]([CH:17]3[CH2:21][CH2:20][N:19]([C:22]([O:24][C:25]([CH3:28])([CH3:27])[CH3:26])=[O:23])[CH2:18]3)=[CH:14][CH:15]=[CH:16][C:11]=2[N:10]([CH2:29][C:30]2[CH:35]=[CH:34][CH:33]=[CH:32][CH:31]=2)[C:9]1=[O:36])=[O:7])([CH3:2])([CH3:3])[CH3:4], predict the reactants needed to synthesize it. The reactants are: [C:1]([O:5][C:6]([N:8]1[C:12]2[C:13]([C:17]3[CH:21]=[CH:20][N:19]([C:22]([O:24][C:25]([CH3:28])([CH3:27])[CH3:26])=[O:23])[CH:18]=3)=[CH:14][CH:15]=[CH:16][C:11]=2[N:10]([CH2:29][C:30]2[CH:35]=[CH:34][CH:33]=[CH:32][CH:31]=2)[C:9]1=[O:36])=[O:7])([CH3:4])([CH3:3])[CH3:2]. (3) Given the product [Cl:1][C:2]1[CH:7]=[CH:6][C:5]([S:8]([C:11]2([C:26]3[CH:31]=[C:30]([F:32])[CH:29]=[CH:28][C:27]=3[F:33])[CH2:12][CH2:13][CH:14]([CH2:17][S:18]([N:21]3[CH2:24][C:23](=[O:25])[CH2:22]3)(=[O:19])=[O:20])[CH2:15][CH2:16]2)(=[O:10])=[O:9])=[CH:4][CH:3]=1, predict the reactants needed to synthesize it. The reactants are: [Cl:1][C:2]1[CH:7]=[CH:6][C:5]([S:8]([C:11]2([C:26]3[CH:31]=[C:30]([F:32])[CH:29]=[CH:28][C:27]=3[F:33])[CH2:16][CH2:15][CH:14]([CH2:17][S:18]([N:21]3[CH2:24][CH:23]([OH:25])[CH2:22]3)(=[O:20])=[O:19])[CH2:13][CH2:12]2)(=[O:10])=[O:9])=[CH:4][CH:3]=1.CC(OI1(OC(C)=O)(OC(C)=O)OC(=O)C2C=CC=CC1=2)=O.C(OCC)(=O)C. (4) The reactants are: Cl.Cl[CH:3]([C:5]1[CH:6]=[C:7]2[C:12](=[CH:13][C:14]=1[O:15][CH3:16])[N:11]=[CH:10][N:9]=[C:8]2[NH:17][C:18]1[CH:23]=[CH:22][CH:21]=[C:20]([Cl:24])[C:19]=1[F:25])[CH3:4].[NH2:26][C@H:27]1[CH2:31][CH2:30][NH:29][C:28]1=[O:32].N[C@@H](CCN)C(O)=O. Given the product [Cl:24][C:20]1[C:19]([F:25])=[C:18]([NH:17][C:8]2[C:7]3[C:12](=[CH:13][C:14]([O:15][CH3:16])=[C:5]([CH:3]([NH:26][C@H:27]4[CH2:31][CH2:30][NH:29][C:28]4=[O:32])[CH3:4])[CH:6]=3)[N:11]=[CH:10][N:9]=2)[CH:23]=[CH:22][CH:21]=1, predict the reactants needed to synthesize it. (5) The reactants are: [CH3:1][O:2][C:3]1[CH:4]=[CH:5][C:6]2[NH:12][C:11](=[O:13])[N:10]([CH:14]3[CH2:19][CH2:18][NH:17][CH2:16][CH2:15]3)[CH2:9][CH2:8][C:7]=2[CH:20]=1.Cl[C:22]1[N:27]=[CH:26][N:25]=[C:24]([C:28]([N:30]2[C:38]3[C:33](=[CH:34][CH:35]=[CH:36][CH:37]=3)[CH2:32][CH2:31]2)=[O:29])[CH:23]=1.CCN(C(C)C)C(C)C. Given the product [N:30]1([C:28]([C:24]2[N:25]=[CH:26][N:27]=[C:22]([N:17]3[CH2:18][CH2:19][CH:14]([N:10]4[CH2:9][CH2:8][C:7]5[CH:20]=[C:3]([O:2][CH3:1])[CH:4]=[CH:5][C:6]=5[NH:12][C:11]4=[O:13])[CH2:15][CH2:16]3)[CH:23]=2)=[O:29])[C:38]2[C:33](=[CH:34][CH:35]=[CH:36][CH:37]=2)[CH2:32][CH2:31]1, predict the reactants needed to synthesize it.